Dataset: Reaction yield outcomes from USPTO patents with 853,638 reactions. Task: Predict the reaction yield, written as a fraction of the theoretical maximum amount of product (1.0 means a 100% yield; for example, 0.34 means a 34% yield). (1) The reactants are C(S[C:5]1[CH:10]=[CH:9][C:8]([N:11]2[C:16](=[O:17])[C:15]([CH2:18][C:19]3[CH:24]=[CH:23][C:22]([C:25]4[CH:30]=[CH:29][CH:28]=[CH:27][C:26]=4[C:31]4[NH:35][C:34](=[O:36])[O:33][N:32]=4)=[CH:21][CH:20]=3)=[C:14]([CH2:37][CH2:38][CH3:39])[N:13]=[C:12]2[CH3:40])=[CH:7][CH:6]=1)(C)C.Cl[C:42]1[CH:43]=C(C(OO)=O)C=C[CH:47]=1.C(OCC)(=O)C.[S:58]([O-:62])([O-])(=[O:60])=S.[Na+].[Na+]. The catalyst is C(#N)C.O. The product is [CH:42]([S:58]([C:5]1[CH:10]=[CH:9][C:8]([N:11]2[C:16](=[O:17])[C:15]([CH2:18][C:19]3[CH:24]=[CH:23][C:22]([C:25]4[CH:30]=[CH:29][CH:28]=[CH:27][C:26]=4[C:31]4[NH:35][C:34](=[O:36])[O:33][N:32]=4)=[CH:21][CH:20]=3)=[C:14]([CH2:37][CH2:38][CH3:39])[N:13]=[C:12]2[CH3:40])=[CH:7][CH:6]=1)(=[O:62])=[O:60])([CH3:43])[CH3:47]. The yield is 0.710. (2) The reactants are [NH2:1][C:2]1[C:3]([CH3:18])=[C:4]([C:14]([O:16][CH3:17])=[O:15])[CH:5]=[C:6]([C:8]2[CH:13]=[CH:12][CH:11]=[CH:10][CH:9]=2)[CH:7]=1.[C:19]([O-:22])(=O)[CH3:20].[K+].C(OC(=O)C)(=O)C.C1OCCOCCOCCOCCOCCOC1.C(O[N:54]=O)(C)(C)C. The catalyst is C(Cl)(Cl)Cl. The product is [C:19]([N:1]1[C:2]2[CH:7]=[C:6]([C:8]3[CH:13]=[CH:12][CH:11]=[CH:10][CH:9]=3)[CH:5]=[C:4]([C:14]([O:16][CH3:17])=[O:15])[C:3]=2[CH:18]=[N:54]1)(=[O:22])[CH3:20]. The yield is 0.880. (3) The reactants are [Br:1][C:2]1[CH:3]=[C:4]([NH2:9])[C:5]([NH2:8])=[CH:6][CH:7]=1.[CH:10](O)=O. No catalyst specified. The product is [Br:1][C:2]1[CH:7]=[CH:6][C:5]2[NH:8][CH:10]=[N:9][C:4]=2[CH:3]=1. The yield is 1.00. (4) The reactants are [C:1]([C:3]1[CH:8]=[C:7]([CH2:9][C:10]([O:12][CH3:13])=[O:11])[CH:6]=[CH:5][C:4]=1[N:14]1[C:22]2[C:17](=[CH:18][C:19]([C:23]([O:25]C(C)(C)C)=[O:24])=[CH:20][CH:21]=2)[CH:16]=[CH:15]1)#[N:2].C(O)(C(F)(F)F)=O. The catalyst is C(Cl)Cl. The product is [C:1]([C:3]1[CH:8]=[C:7]([CH2:9][C:10]([O:12][CH3:13])=[O:11])[CH:6]=[CH:5][C:4]=1[N:14]1[C:22]2[C:17](=[CH:18][C:19]([C:23]([OH:25])=[O:24])=[CH:20][CH:21]=2)[CH:16]=[CH:15]1)#[N:2]. The yield is 0.980. (5) The reactants are I[C:2]1[CH:3]=[C:4]([NH:8][C:9]2[C:17]([C:18]([OH:20])=[O:19])=[CH:16][CH:15]=[CH:14][C:10]=2[C:11]([OH:13])=[O:12])[CH:5]=[CH:6][CH:7]=1.[I:21]C1C=CC(N)=CC=1.[K+].[Br-].Cl.Cl.C(N(CC)CCNC(C1C(=O)C2C(=CC=C(I)C=2)NC=1)=O)C.[N+](C1C=CC2N=C(C(OCC)=O)NC=2C=1)([O-])=O. No catalyst specified. The product is [I:21][C:7]1[CH:6]=[CH:5][C:4]([NH:8][C:9]2[C:17]([C:18]([OH:20])=[O:19])=[CH:16][CH:15]=[CH:14][C:10]=2[C:11]([OH:13])=[O:12])=[CH:3][CH:2]=1. The yield is 0.620. (6) The reactants are [CH3:1][N:2]1[C:6]([C:7](=[O:23])[NH:8][C:9]2[CH:14]=[CH:13][N:12]3[N:15]=[C:16]([N:18]4[CH2:22][CH2:21][CH2:20][CH2:19]4)[N:17]=[C:11]3[CH:10]=2)=[C:5]([C:24](O)=[O:25])[CH:4]=[N:3]1.[NH:27]1[CH2:30][CH2:29][CH2:28]1.CCCP(=O)=O.C(N(CC)C(C)C)(C)C. The catalyst is O1CCCC1. The product is [N:18]1([C:16]2[N:17]=[C:11]3[CH:10]=[C:9]([NH:8][C:7]([C:6]4[N:2]([CH3:1])[N:3]=[CH:4][C:5]=4[C:24]([N:27]4[CH2:30][CH2:29][CH2:28]4)=[O:25])=[O:23])[CH:14]=[CH:13][N:12]3[N:15]=2)[CH2:19][CH2:20][CH2:21][CH2:22]1. The yield is 0.817. (7) The catalyst is O1CCCC1.[OH-].[Pd+2].[OH-]. The reactants are [F:1][C:2]1[CH:28]=[C:27]([N+:29]([O-])=O)[CH:26]=[CH:25][C:3]=1[O:4][C:5]1[N:10]=[CH:9][N:8]=[C:7]([NH:11][C:12]([N:14]2[CH2:19][CH2:18][N:17]([CH:20]3[CH2:23][N:22]([CH3:24])[CH2:21]3)[CH2:16][CH2:15]2)=[O:13])[CH:6]=1. The yield is 0.642. The product is [NH2:29][C:27]1[CH:26]=[CH:25][C:3]([O:4][C:5]2[N:10]=[CH:9][N:8]=[C:7]([NH:11][C:12]([N:14]3[CH2:15][CH2:16][N:17]([CH:20]4[CH2:23][N:22]([CH3:24])[CH2:21]4)[CH2:18][CH2:19]3)=[O:13])[CH:6]=2)=[C:2]([F:1])[CH:28]=1.